Dataset: Full USPTO retrosynthesis dataset with 1.9M reactions from patents (1976-2016). Task: Predict the reactants needed to synthesize the given product. Given the product [Cl:14][C:13]1[C:8]2[N:9]([CH:27]=[C:6]([C:4]([OH:5])=[O:3])[N:7]=2)[C:10]([C:16]2[C:20]([Cl:21])=[C:19]([O:22][CH:23]([F:25])[F:24])[N:18]([CH3:26])[N:17]=2)=[C:11]([F:15])[CH:12]=1, predict the reactants needed to synthesize it. The reactants are: C([O:3][C:4]([C:6]1[N:7]=[C:8]2[C:13]([Cl:14])=[CH:12][C:11]([F:15])=[C:10]([C:16]3[C:20]([Cl:21])=[C:19]([O:22][CH:23]([F:25])[F:24])[N:18]([CH3:26])[N:17]=3)[N:9]2[CH:27]=1)=[O:5])C.[OH-].[Na+].Cl.